This data is from Full USPTO retrosynthesis dataset with 1.9M reactions from patents (1976-2016). The task is: Predict the reactants needed to synthesize the given product. (1) Given the product [CH3:19][S:20]([O:11][CH2:10][CH2:9][CH2:8][C:5]1[CH:4]=[CH:3][C:2]([Br:1])=[CH:7][CH:6]=1)(=[O:22])=[O:21], predict the reactants needed to synthesize it. The reactants are: [Br:1][C:2]1[CH:7]=[CH:6][C:5]([CH2:8][CH2:9][CH2:10][OH:11])=[CH:4][CH:3]=1.C(N(CC)CC)C.[CH3:19][S:20](Cl)(=[O:22])=[O:21]. (2) Given the product [CH3:28][C:27]([CH3:30])([CH3:29])[CH2:26][NH:25][C:18]1[C:17]([C:3]#[C:2][CH2:1][N:4]2[CH2:9][CH2:8][N:7]([C:10]3[CH:15]=[CH:14][CH:13]=[CH:12][N:11]=3)[CH2:6][CH2:5]2)=[CH:22][N:21]=[C:20]([C:23]#[N:24])[N:19]=1, predict the reactants needed to synthesize it. The reactants are: [CH2:1]([N:4]1[CH2:9][CH2:8][N:7]([C:10]2[CH:15]=[CH:14][CH:13]=[CH:12][N:11]=2)[CH2:6][CH2:5]1)[C:2]#[CH:3].Br[C:17]1[C:18]([NH:25][CH2:26][C:27]([CH3:30])([CH3:29])[CH3:28])=[N:19][C:20]([C:23]#[N:24])=[N:21][CH:22]=1.C(N(CC)CC)C. (3) Given the product [CH:1]1[C:11]2[CH2:10][CH2:9][C:8]3[CH:12]=[CH:13][CH:14]=[CH:15][C:7]=3[C:6](=[CH:16][C:17]3[CH:18]=[C:19]([NH:23][S:26](=[O:28])(=[O:27])[N:25]([CH3:30])[CH3:24])[CH:20]=[CH:21][CH:22]=3)[C:5]=2[CH:4]=[CH:3][CH:2]=1, predict the reactants needed to synthesize it. The reactants are: [CH:1]1[C:11]2[CH2:10][CH2:9][C:8]3[CH:12]=[CH:13][CH:14]=[CH:15][C:7]=3[C:6](=[CH:16][C:17]3[CH:18]=[C:19]([NH2:23])[CH:20]=[CH:21][CH:22]=3)[C:5]=2[CH:4]=[CH:3][CH:2]=1.[CH3:24][N:25]([CH3:30])[S:26](Cl)(=[O:28])=[O:27]. (4) Given the product [F:1][C:2]1[CH:3]=[C:4]([C:8]2[CH:16]=[CH:15][CH:14]=[C:13]3[C:9]=2/[C:10](=[CH:32]/[C:31]2[NH:30][C:29]4[CH2:34][CH2:35][CH2:36][CH2:37][CH2:38][C:28]=4[C:27]=2[CH2:26][CH2:25][CH2:24][N:18]2[CH2:19][CH2:20][O:21][CH2:22][CH2:23]2)/[C:11](=[O:17])[NH:12]3)[CH:5]=[CH:6][CH:7]=1, predict the reactants needed to synthesize it. The reactants are: [F:1][C:2]1[CH:3]=[C:4]([C:8]2[CH:16]=[CH:15][CH:14]=[C:13]3[C:9]=2[CH2:10][C:11](=[O:17])[NH:12]3)[CH:5]=[CH:6][CH:7]=1.[N:18]1([CH2:24][CH2:25][CH2:26][C:27]2[C:28]3[CH2:38][CH2:37][CH2:36][CH2:35][CH2:34][C:29]=3[NH:30][C:31]=2[CH:32]=O)[CH2:23][CH2:22][O:21][CH2:20][CH2:19]1.N1CCCCC1. (5) Given the product [Cl:1][C:2]1[N:7]=[N:6][C:5]([CH2:8][OH:9])=[CH:4][CH:3]=1, predict the reactants needed to synthesize it. The reactants are: [Cl:1][C:2]1[N:7]=[N:6][C:5]([C:8](OC)=[O:9])=[CH:4][CH:3]=1.[H-].C([Al+]CC(C)C)C(C)C.O1CCCC1.Cl.C(=O)(O)[O-].[Na+]. (6) Given the product [CH2:1]([NH:8][C:9]1[S:10][C:11]([CH2:14][NH:16][C:17]2[CH:21]=[C:20]([C:22]3[CH:23]=[CH:24][C:25]([F:28])=[CH:26][CH:27]=3)[NH:19][N:18]=2)=[CH:12][N:13]=1)[C:2]1[CH:7]=[CH:6][CH:5]=[CH:4][CH:3]=1, predict the reactants needed to synthesize it. The reactants are: [CH2:1]([NH:8][C:9]1[S:10][C:11]([C:14]([NH:16][C:17]2[CH:21]=[C:20]([C:22]3[CH:27]=[CH:26][C:25]([F:28])=[CH:24][CH:23]=3)[NH:19][N:18]=2)=O)=[CH:12][N:13]=1)[C:2]1[CH:7]=[CH:6][CH:5]=[CH:4][CH:3]=1. (7) Given the product [C:2]1([NH:1][C:26]([C:16]2[N:17]([CH3:25])[C:18]([C:19]3[CH:24]=[CH:23][CH:22]=[CH:21][CH:20]=3)=[C:14]([C:8]3[CH:13]=[CH:12][CH:11]=[CH:10][CH:9]=3)[N:15]=2)=[O:27])[CH:7]=[CH:6][CH:5]=[CH:4][CH:3]=1, predict the reactants needed to synthesize it. The reactants are: [NH2:1][C:2]1[CH:7]=[CH:6][CH:5]=[CH:4][CH:3]=1.[C:8]1([C:14]2[N:15]=[C:16]([C:26](O)=[O:27])[N:17]([CH3:25])[C:18]=2[C:19]2[CH:24]=[CH:23][CH:22]=[CH:21][CH:20]=2)[CH:13]=[CH:12][CH:11]=[CH:10][CH:9]=1.